From a dataset of Catalyst prediction with 721,799 reactions and 888 catalyst types from USPTO. Predict which catalyst facilitates the given reaction. (1) Reactant: [O:1]1[CH2:6][CH2:5][O:4][C:3]2[CH:7]=[C:8]([C:11](=[O:13])[CH3:12])[CH:9]=[CH:10][C:2]1=2.Cl.[CH3:15][NH:16][CH3:17].[CH2:18]=O. Product: [O:1]1[CH2:6][CH2:5][O:4][C:3]2[CH:7]=[C:8]([C:11](=[O:13])[CH2:12][CH2:15][N:16]([CH3:18])[CH3:17])[CH:9]=[CH:10][C:2]1=2. The catalyst class is: 502. (2) Reactant: [O:1]1[C@H:3]2[CH2:4][C@@:5]3([CH3:36])[CH:9]([CH:10]4[CH2:11][C@H:12]([F:21])[C:13]5[C@@:18]([CH3:19])([C@:2]124)[CH:17]=[CH:16][C:15](=[O:20])[CH:14]=5)[CH2:8][C@@H:7]([CH3:22])[C@:6]3([O:26][C:27]([C:29]1[CH:34]=[N:33][C:32]([CH3:35])=[CH:31][N:30]=1)=[O:28])[C:23]([OH:25])=[O:24].[CH2:37]1CCN2C(=NCCC2)CC1.S(OC)(OC)(=O)=O.O. Product: [O:1]1[C@H:3]2[CH2:4][C@@:5]3([CH3:36])[CH:9]([CH:10]4[CH2:11][C@H:12]([F:21])[C:13]5[C@@:18]([CH3:19])([C@:2]124)[CH:17]=[CH:16][C:15](=[O:20])[CH:14]=5)[CH2:8][C@@H:7]([CH3:22])[C@:6]3([O:26][C:27]([C:29]1[CH:34]=[N:33][C:32]([CH3:35])=[CH:31][N:30]=1)=[O:28])[C:23]([O:25][CH3:37])=[O:24]. The catalyst class is: 3. (3) Product: [CH3:20][C:21]1([CH3:37])[C:25]([CH3:27])([CH3:26])[O:24][B:23]([C:2]2[CH:19]=[CH:18][C:5]([CH2:6][NH:7][C:8](=[O:17])[O:9][CH2:10][C:11]3[CH:16]=[CH:15][CH:14]=[CH:13][CH:12]=3)=[CH:4][CH:3]=2)[O:22]1. The catalyst class is: 75. Reactant: Br[C:2]1[CH:19]=[CH:18][C:5]([CH2:6][NH:7][C:8](=[O:17])[O:9][CH2:10][C:11]2[CH:16]=[CH:15][CH:14]=[CH:13][CH:12]=2)=[CH:4][CH:3]=1.[CH3:20][C:21]1([CH3:37])[C:25]([CH3:27])([CH3:26])[O:24][B:23]([B:23]2[O:24][C:25]([CH3:27])([CH3:26])[C:21]([CH3:37])([CH3:20])[O:22]2)[O:22]1.C([O-])(=O)C.[K+]. (4) Reactant: [Cl:1][C:2]1[CH:7]=[C:6]([O:8][C:9]2[CH:14]=[C:13]([F:15])[C:12]([N+:16]([O-])=O)=[CH:11][C:10]=2[CH3:19])[CH:5]=[CH:4][N:3]=1. Product: [Cl:1][C:2]1[CH:7]=[C:6]([O:8][C:9]2[C:10]([CH3:19])=[CH:11][C:12]([NH2:16])=[C:13]([F:15])[CH:14]=2)[CH:5]=[CH:4][N:3]=1. The catalyst class is: 171. (5) The catalyst class is: 50. Product: [CH3:1][O:2][C:3](=[O:39])[CH2:4][CH2:5][NH:6][C:7]([C:9]1[S:10][C:11]([C:14]2([CH2:19][O:20][C:21]3[CH:26]=[C:25]([CH3:27])[C:24]([C:28]4[CH:29]=[CH:30][C:31]([C:34]([F:37])([F:36])[F:35])=[CH:32][CH:33]=4)=[C:23]([CH3:38])[CH:22]=3)[CH2:18][CH2:17][CH2:16][CH2:15]2)=[CH:12][CH:13]=1)=[O:8]. Reactant: [CH3:1][O:2][C:3](=[O:39])[CH2:4][CH2:5][NH:6][C:7]([C:9]1[S:10][C:11]([C:14]2([CH2:19][O:20][C:21]3[CH:26]=[C:25]([CH3:27])[C:24]([C:28]4[CH:33]=[CH:32][C:31]([C:34]([F:37])([F:36])[F:35])=[CH:30][CH:29]=4)=[C:23]([CH3:38])[CH:22]=3)[CH2:18][CH:17]=[CH:16][CH2:15]2)=[CH:12][CH:13]=1)=[O:8].